From a dataset of Reaction yield outcomes from USPTO patents with 853,638 reactions. Predict the reaction yield, written as a fraction of the theoretical maximum amount of product (1.0 means a 100% yield; for example, 0.34 means a 34% yield). (1) The reactants are [C:1]([N:5]([C:29](=[O:38])[C:30]1[CH:35]=[C:34]([CH3:36])[CH:33]=[C:32]([CH3:37])[CH:31]=1)[NH:6][C:7]([C:9]1[CH:27]=[CH:26][C:12]2[O:13][CH2:14][CH:15]([CH2:17][O:18][Si](C(C)(C)C)(C)C)[O:16][C:11]=2[C:10]=1[CH3:28])=[O:8])([CH3:4])([CH3:3])[CH3:2].[F-].C([N+](CCCC)(CCCC)CCCC)CCC. The catalyst is C1COCC1. The product is [C:1]([N:5]([C:29](=[O:38])[C:30]1[CH:31]=[C:32]([CH3:37])[CH:33]=[C:34]([CH3:36])[CH:35]=1)[NH:6][C:7]([C:9]1[CH:27]=[CH:26][C:12]2[O:13][CH2:14][CH:15]([CH2:17][OH:18])[O:16][C:11]=2[C:10]=1[CH3:28])=[O:8])([CH3:4])([CH3:3])[CH3:2]. The yield is 1.00. (2) The reactants are [CH3:1][C:2]1[C:6]([CH2:7][N:8]2[CH:12]=[C:11]([N:13]3[C:17](=[O:18])[CH2:16][NH:15][C:14]3=[O:19])[CH:10]=[N:9]2)=[C:5]([CH3:20])[O:4][N:3]=1.Br[CH2:22][C:23]1[CH:28]=[CH:27][CH:26]=[CH:25][C:24]=1[C:29]([F:32])([F:31])[F:30]. No catalyst specified. The product is [CH3:1][C:2]1[C:6]([CH2:7][N:8]2[CH:12]=[C:11]([N:13]3[C:17](=[O:18])[CH2:16][N:15]([CH2:22][C:23]4[CH:28]=[CH:27][CH:26]=[CH:25][C:24]=4[C:29]([F:30])([F:31])[F:32])[C:14]3=[O:19])[CH:10]=[N:9]2)=[C:5]([CH3:20])[O:4][N:3]=1. The yield is 0.370. (3) The reactants are B(Cl)(Cl)Cl.C([O:12][N:13]1[C:19](=[O:20])[N:18]2[CH2:21][C@H:14]1[CH2:15][CH2:16][C@H:17]2[C:22]1[CH:26]=[C:25]([C:27]#[N:28])[O:24][N:23]=1)C1C=CC=CC=1. The catalyst is C(Cl)Cl. The product is [OH:12][N:13]1[C:19](=[O:20])[N:18]2[CH2:21][C@H:14]1[CH2:15][CH2:16][C@H:17]2[C:22]1[CH:26]=[C:25]([C:27]#[N:28])[O:24][N:23]=1. The yield is 0.600. (4) The reactants are [F:1][C:2]([F:17])([F:16])[CH2:3][O:4][C:5]1[CH:6]=[CH:7][C:8]([C:11]([O:13]CC)=[O:12])=[N:9][CH:10]=1.[OH-].[Na+]. The catalyst is CO. The product is [F:17][C:2]([F:1])([F:16])[CH2:3][O:4][C:5]1[CH:6]=[CH:7][C:8]([C:11]([OH:13])=[O:12])=[N:9][CH:10]=1. The yield is 0.520. (5) The reactants are CO[C:3](=[O:12])[C:4]1[CH:9]=[CH:8][CH:7]=[CH:6][C:5]=1[CH2:10]Br.[C:13]([O:17][C:18]([N:20]1[CH2:25][CH2:24][CH:23]([NH2:26])[CH2:22][CH2:21]1)=[O:19])([CH3:16])([CH3:15])[CH3:14]. The catalyst is CO.C(N(CC)CC)C. The product is [C:13]([O:17][C:18]([N:20]1[CH2:25][CH2:24][CH:23]([N:26]2[CH2:10][C:5]3[C:4](=[CH:9][CH:8]=[CH:7][CH:6]=3)[C:3]2=[O:12])[CH2:22][CH2:21]1)=[O:19])([CH3:16])([CH3:14])[CH3:15]. The yield is 0.540. (6) The reactants are [O:1]([C:8]1[CH:9]=[C:10]([CH:12]=[CH:13][CH:14]=1)[NH2:11])[C:2]1[CH:7]=[CH:6][CH:5]=[CH:4][CH:3]=1.[C:15]([O:19][C:20]([N:22]1[CH2:28][CH2:27][CH2:26][C@@H:23]1[CH:24]=O)=[O:21])([CH3:18])([CH3:17])[CH3:16].[C:29](O[BH-](OC(=O)C)OC(=O)C)(=O)[CH3:30].[Na+].C(=O)C.C([BH3-])#N.[Na+].C([O-])(=O)C.[NH4+]. The catalyst is ClCCCl.CO.[Cl-].[Zn+2].[Cl-].O. The product is [C:15]([O:19][C:20]([N:22]1[CH2:28][CH2:27][CH2:26][C@@H:23]1[CH2:24][N:11]([CH2:29][CH3:30])[C:10]1[CH:12]=[CH:13][CH:14]=[C:8]([O:1][C:2]2[CH:3]=[CH:4][CH:5]=[CH:6][CH:7]=2)[CH:9]=1)=[O:21])([CH3:18])([CH3:17])[CH3:16]. The yield is 0.670.